This data is from Forward reaction prediction with 1.9M reactions from USPTO patents (1976-2016). The task is: Predict the product of the given reaction. (1) Given the reactants [CH3:1][C:2]1[C:13]2[C:14]3[C:5]([CH2:6][CH2:7][N:8]([CH:15]4[CH2:20][CH2:19][C:18](=O)[CH2:17][CH2:16]4)[C:9]=3[CH:10]=[CH:11][CH:12]=2)=[CH:4][N:3]=1.[CH2:22]([NH2:29])[C:23]1[CH:28]=[CH:27][CH:26]=[CH:25][CH:24]=1, predict the reaction product. The product is: [CH2:22]([NH:29][CH:18]1[CH2:19][CH2:20][CH:15]([N:8]2[C:9]3=[C:14]4[C:13](=[CH:12][CH:11]=[CH:10]3)[C:2]([CH3:1])=[N:3][CH:4]=[C:5]4[CH2:6][CH2:7]2)[CH2:16][CH2:17]1)[C:23]1[CH:28]=[CH:27][CH:26]=[CH:25][CH:24]=1. (2) Given the reactants [NH2:1][C:2]([C:4]1[CH:13]=[C:12]([C:14]2[CH:19]=[CH:18][C:17]([F:20])=[CH:16][CH:15]=2)[C:11]2[C:6](=[CH:7][C:8]([C:21]([OH:23])=O)=[CH:9][CH:10]=2)[N:5]=1)=[O:3].F[P-](F)(F)(F)(F)F.N1(O[P+](N(C)C)(N(C)C)N(C)C)C2C=[CH:37][CH:38]=[CH:39][C:34]=2[N:33]=N1.CN(C=O)C, predict the reaction product. The product is: [F:20][C:17]1[CH:16]=[CH:15][C:14]([C:12]2[C:11]3[C:6](=[CH:7][C:8]([C:21]([N:33]4[CH2:34][CH2:39][CH2:38][CH2:37]4)=[O:23])=[CH:9][CH:10]=3)[N:5]=[C:4]([C:2]([NH2:1])=[O:3])[CH:13]=2)=[CH:19][CH:18]=1. (3) Given the reactants [CH2:1]=P(C1C=CC=CC=1)(C1C=CC=CC=1)C1C=CC=CC=1.[H-].[Na+].[C:23]([O:27][C:28]([N:30]1[CH2:34][C:33](=O)[CH2:32][C@H:31]1[C:36]([OH:38])=[O:37])=[O:29])([CH3:26])([CH3:25])[CH3:24].C([O-])(O)=O.[Na+], predict the reaction product. The product is: [C:23]([O:27][C:28]([N:30]1[CH2:34][C:33](=[CH2:1])[CH2:32][C@H:31]1[C:36]([OH:38])=[O:37])=[O:29])([CH3:26])([CH3:25])[CH3:24]. (4) Given the reactants [Cl:1][C:2]1[CH:15]=[C:14]([N+:16]([O-])=O)[CH:13]=[CH:12][C:3]=1[O:4][CH2:5][C:6]1[CH:11]=[CH:10][CH:9]=[CH:8][N:7]=1.[Cl-].[NH4+].C(O)C, predict the reaction product. The product is: [Cl:1][C:2]1[CH:15]=[C:14]([CH:13]=[CH:12][C:3]=1[O:4][CH2:5][C:6]1[CH:11]=[CH:10][CH:9]=[CH:8][N:7]=1)[NH2:16]. (5) Given the reactants [CH2:1]([O:8][C:9]1[CH:16]=[CH:15][C:14]([Br:17])=[CH:13][C:10]=1[CH:11]=O)[C:2]1[CH:7]=[CH:6][CH:5]=[CH:4][CH:3]=1.C(O)(=O)[CH2:19][C:20]([OH:22])=[O:21].N1CCCCC1.Cl, predict the reaction product. The product is: [CH2:1]([O:8][C:9]1[CH:16]=[CH:15][C:14]([Br:17])=[CH:13][C:10]=1[CH:11]=[CH:19][C:20]([OH:22])=[O:21])[C:2]1[CH:7]=[CH:6][CH:5]=[CH:4][CH:3]=1. (6) Given the reactants [Cl:1][C:2]1[C:9]([O:10][CH3:11])=[C:8]([O:12]C)[C:7]([N+:14]([O-:16])=[O:15])=[CH:6][C:3]=1[CH:4]=[O:5].O.[Li+].[Cl-].C([O-])(O)=O.[Na+], predict the reaction product. The product is: [Cl:1][C:2]1[C:9]([O:10][CH3:11])=[C:8]([OH:12])[C:7]([N+:14]([O-:16])=[O:15])=[CH:6][C:3]=1[CH:4]=[O:5].